This data is from Reaction yield outcomes from USPTO patents with 853,638 reactions. The task is: Predict the reaction yield, written as a fraction of the theoretical maximum amount of product (1.0 means a 100% yield; for example, 0.34 means a 34% yield). (1) The reactants are O[CH2:2][CH:3]([NH:5][S:6]([C:9]1[CH:14]=[CH:13][C:12]([C:15]2[C:16]3[C:17]4[CH:30]=[CH:29][S:28][C:18]=4[C:19](=[O:27])[NH:20][C:21]=3[CH:22]=[CH:23][C:24]=2[O:25]C)=[CH:11][CH:10]=1)(=[O:8])=[O:7])[CH3:4].[Br:31]B(Br)Br. No catalyst specified. The product is [Br:31][CH2:2][CH:3]([NH:5][S:6]([C:9]1[CH:14]=[CH:13][C:12]([C:15]2[C:16]3[C:17]4[CH:30]=[CH:29][S:28][C:18]=4[C:19](=[O:27])[NH:20][C:21]=3[CH:22]=[CH:23][C:24]=2[OH:25])=[CH:11][CH:10]=1)(=[O:8])=[O:7])[CH3:4]. The yield is 0.790. (2) The reactants are [CH2:1]([N:3]([CH2:36][CH3:37])[CH2:4][CH2:5][CH2:6][NH:7][C:8]1[N:9]=[C:10]([C:27]2[CH:28]=[C:29]([CH:33]=[CH:34][CH:35]=2)[C:30](O)=[O:31])[C:11]2[CH:17]=[CH:16][C:15](=[O:18])[N:14]([C:19]3[C:24]([F:25])=[CH:23][CH:22]=[CH:21][C:20]=3[F:26])[C:12]=2[N:13]=1)[CH3:2].CN(C(O[N:46]1N=N[C:48]2C=CC=[CH:52][C:47]1=2)=[N+](C)C)C.F[P-](F)(F)(F)(F)F.C(N(CC)CC)C.C(N)(C)C. The catalyst is CN(C=O)C. The product is [CH2:1]([N:3]([CH2:36][CH3:37])[CH2:4][CH2:5][CH2:6][NH:7][C:8]1[N:9]=[C:10]([C:27]2[CH:28]=[C:29]([CH:33]=[CH:34][CH:35]=2)[C:30]([NH:46][CH:47]([CH3:52])[CH3:48])=[O:31])[C:11]2[CH:17]=[CH:16][C:15](=[O:18])[N:14]([C:19]3[C:24]([F:25])=[CH:23][CH:22]=[CH:21][C:20]=3[F:26])[C:12]=2[N:13]=1)[CH3:2]. The yield is 0.620. (3) The reactants are [Br:1][C:2]1[CH:3]=[C:4]([CH:21]=[CH:22][CH:23]=1)[CH2:5][N:6]([CH3:20])[CH2:7][CH:8]([C:10]1[CH:19]=[CH:18][C:17]2[C:12](=[CH:13][CH:14]=[CH:15][CH:16]=2)[CH:11]=1)O.S(=O)(=O)(O)O. The catalyst is C(Cl)Cl. The product is [Br:1][C:2]1[CH:3]=[C:4]2[C:21]([CH:8]([C:10]3[CH:19]=[CH:18][C:17]4[C:12](=[CH:13][CH:14]=[CH:15][CH:16]=4)[CH:11]=3)[CH2:7][N:6]([CH3:20])[CH2:5]2)=[CH:22][CH:23]=1. The yield is 0.410. (4) The reactants are [C:1]([CH2:3][NH:4][CH2:5][CH2:6][CH:7]([C:14]1[CH:19]=[CH:18][CH:17]=[CH:16][CH:15]=1)[C:8]1[CH:13]=[CH:12][CH:11]=[CH:10][CH:9]=1)#[N:2].IC.[C:22](=O)([O-])[O-].[K+].[K+]. The catalyst is C(#N)C.ClCCl. The product is [CH3:22][N:4]([CH2:5][CH2:6][CH:7]([C:14]1[CH:15]=[CH:16][CH:17]=[CH:18][CH:19]=1)[C:8]1[CH:9]=[CH:10][CH:11]=[CH:12][CH:13]=1)[CH2:3][C:1]#[N:2]. The yield is 0.430. (5) The reactants are [C:1]([O:5][C:6](=[O:12])[NH:7][CH2:8][CH2:9][C:10]#[CH:11])([CH3:4])([CH3:3])[CH3:2].I[C:14]1[CH:21]=[CH:20][C:17]([C:18]#[N:19])=[CH:16][CH:15]=1.C(N(CC)CC)C. The catalyst is Cl[Pd](Cl)([P](C1C=CC=CC=1)(C1C=CC=CC=1)C1C=CC=CC=1)[P](C1C=CC=CC=1)(C1C=CC=CC=1)C1C=CC=CC=1.[Cu]I.C1COCC1. The product is [C:1]([O:5][C:6](=[O:12])[NH:7][CH2:8][CH2:9][C:10]#[C:11][C:14]1[CH:21]=[CH:20][C:17]([C:18]#[N:19])=[CH:16][CH:15]=1)([CH3:4])([CH3:3])[CH3:2]. The yield is 0.990. (6) The reactants are [CH3:1][O:2][C:3]1[CH:8]=[C:7]([N+:9]([O-:11])=[O:10])[CH:6]=[CH:5][C:4]=1O.C(N(CC)CC)C.FC(F)(F)[S:22](OS(C(F)(F)F)(=O)=O)(=O)=O.O. The catalyst is C(Cl)Cl. The product is [CH3:1][O:2][C:3]1[CH:8]=[C:7]([N+:9]([O-:11])=[O:10])[CH:6]=[CH:5][C:4]=1[SH:22]. The yield is 0.750. (7) The yield is 0.850. The product is [C:1]([O:4][C@@H:5]1[C@@H:18]([O:19][C:20](=[O:22])[CH3:21])[C@H:17]([O:23][C:24](=[O:26])[CH3:25])[CH2:16][S:15][C@H:6]1[O:7][C:8]1[CH:9]=[N:10][CH:11]=[C:12]([I:33])[CH:13]=1)(=[O:3])[CH3:2]. The catalyst is [Cu]I.C(OCC)(=O)C.O. The reactants are [C:1]([O:4][C@@H:5]1[C@@H:18]([O:19][C:20](=[O:22])[CH3:21])[C@H:17]([O:23][C:24](=[O:26])[CH3:25])[CH2:16][S:15][C@@H:6]1[O:7][C:8]1[CH:9]=[N:10][CH:11]=[C:12](Br)[CH:13]=1)(=[O:3])[CH3:2].O1CCOCC1.[I-:33].[Na+].CN[C@@H]1CCCC[C@H]1NC.